This data is from Full USPTO retrosynthesis dataset with 1.9M reactions from patents (1976-2016). The task is: Predict the reactants needed to synthesize the given product. (1) Given the product [NH2:6][C:7]1[N:15]=[CH:14][CH:13]=[CH:12][C:8]=1[C:9]([O:11][CH3:16])=[O:10], predict the reactants needed to synthesize it. The reactants are: OS(O)(=O)=O.[NH2:6][C:7]1[N:15]=[CH:14][CH:13]=[CH:12][C:8]=1[C:9]([OH:11])=[O:10].[CH3:16]O. (2) The reactants are: [Cl:1][C:2]1[CH:7]=[CH:6][C:5]([S:8][C:9]2[C:17]3[C:12](=[N:13][CH:14]=[CH:15][CH:16]=3)[NH:11][C:10]=2[C:18]([O:20]C)=[O:19])=[CH:4][CH:3]=1.C1COCC1.CO.[OH-].[Na+]. Given the product [Cl:1][C:2]1[CH:7]=[CH:6][C:5]([S:8][C:9]2[C:17]3[C:12](=[N:13][CH:14]=[CH:15][CH:16]=3)[NH:11][C:10]=2[C:18]([OH:20])=[O:19])=[CH:4][CH:3]=1, predict the reactants needed to synthesize it. (3) Given the product [OH:2][N:1]=[C:15]([C:14]1[CH:17]=[CH:18][C:11]([CH:8]([CH3:10])[CH3:9])=[CH:12][CH:13]=1)[NH2:16], predict the reactants needed to synthesize it. The reactants are: [NH2:1][OH:2].NO.Cl.[OH-].[Na+].[CH:8]([C:11]1[CH:18]=[CH:17][C:14]([C:15]#[N:16])=[CH:13][CH:12]=1)([CH3:10])[CH3:9]. (4) Given the product [F:28][CH:27]([F:29])[O:26][C:22]1[C:23]([CH3:25])=[CH:24][C:19]([C:8]2([C:6]3[CH:5]=[CH:4][N:3]=[C:2]([C:34]4[CH:35]=[N:36][CH:37]=[C:32]([F:31])[CH:33]=4)[CH:7]=3)[C:16]3[C:11](=[C:12]([F:17])[CH:13]=[CH:14][CH:15]=3)[C:10]([NH2:18])=[N:9]2)=[N:20][C:21]=1[CH3:30], predict the reactants needed to synthesize it. The reactants are: Cl[C:2]1[CH:7]=[C:6]([C:8]2([C:19]3[CH:24]=[C:23]([CH3:25])[C:22]([O:26][CH:27]([F:29])[F:28])=[C:21]([CH3:30])[N:20]=3)[C:16]3[C:11](=[C:12]([F:17])[CH:13]=[CH:14][CH:15]=3)[C:10]([NH2:18])=[N:9]2)[CH:5]=[CH:4][N:3]=1.[F:31][C:32]1[CH:33]=[C:34](B(O)O)[CH:35]=[N:36][CH:37]=1.C([O-])([O-])=O.[Na+].[Na+]. (5) Given the product [Cl:20][C:9]1[N:8]2[C:4](=[N:5][C:6]3[CH:15]=[CH:14][CH:13]=[CH:12][C:7]=32)[C:3]([C:16]#[N:17])=[C:2]([CH3:1])[CH:10]=1, predict the reactants needed to synthesize it. The reactants are: [CH3:1][C:2]1[C:3]([C:16]#[N:17])=[C:4]2[N:8]([C:9](=O)[CH:10]=1)[C:7]1[CH:12]=[CH:13][CH:14]=[CH:15][C:6]=1[NH:5]2.P(Cl)(Cl)([Cl:20])=O. (6) Given the product [C:1]([N:4]([C:33]1[CH:34]=[CH:35][C:36]([Cl:39])=[CH:37][CH:38]=1)[C@@H:5]1[C:14]2[C:9](=[CH:10][CH:11]=[CH:12][CH:13]=2)[N:8]([C:15]([C:17]2[CH:18]=[CH:19][C:20]([O:21][CH2:22][CH2:23][C:24]([CH3:29])([CH3:28])[C:25]([OH:27])=[O:26])=[CH:30][CH:31]=2)=[O:16])[C@H:7]([CH3:32])[CH2:6]1)(=[O:3])[CH3:2], predict the reactants needed to synthesize it. The reactants are: [C:1]([N:4]([C:33]1[CH:38]=[CH:37][C:36]([Cl:39])=[CH:35][CH:34]=1)[C@H:5]1[C:14]2[C:9](=[CH:10][CH:11]=[CH:12][CH:13]=2)[N:8]([C:15]([C:17]2[CH:31]=[CH:30][C:20]([O:21][CH2:22][CH2:23][C:24]([CH3:29])([CH3:28])[C:25]([OH:27])=[O:26])=[CH:19][CH:18]=2)=[O:16])[C@@H:7]([CH3:32])[CH2:6]1)(=[O:3])[CH3:2].ClC1C=CC(N([C@H]2C3C(=CC=CC=3)N(C(=O)C3C=CC(OC)=CC=3)[C@@H](C)C2)C(=O)C)=CC=1.